This data is from NCI-60 drug combinations with 297,098 pairs across 59 cell lines. The task is: Regression. Given two drug SMILES strings and cell line genomic features, predict the synergy score measuring deviation from expected non-interaction effect. (1) Drug 1: C1CC(=O)NC(=O)C1N2CC3=C(C2=O)C=CC=C3N. Drug 2: C(=O)(N)NO. Cell line: SF-539. Synergy scores: CSS=-2.64, Synergy_ZIP=-2.59, Synergy_Bliss=-6.55, Synergy_Loewe=-5.64, Synergy_HSA=-5.50. (2) Drug 1: C1CNP(=O)(OC1)N(CCCl)CCCl. Drug 2: B(C(CC(C)C)NC(=O)C(CC1=CC=CC=C1)NC(=O)C2=NC=CN=C2)(O)O. Cell line: IGROV1. Synergy scores: CSS=2.53, Synergy_ZIP=2.09, Synergy_Bliss=-1.29, Synergy_Loewe=-67.3, Synergy_HSA=-5.16. (3) Drug 1: C1=CC(=CC=C1CC(C(=O)O)N)N(CCCl)CCCl.Cl. Drug 2: COC1=C2C(=CC3=C1OC=C3)C=CC(=O)O2. Cell line: RPMI-8226. Synergy scores: CSS=15.5, Synergy_ZIP=-4.63, Synergy_Bliss=-13.0, Synergy_Loewe=-28.7, Synergy_HSA=-18.3. (4) Drug 1: COC1=C(C=C2C(=C1)N=CN=C2NC3=CC(=C(C=C3)F)Cl)OCCCN4CCOCC4. Drug 2: CCCCCOC(=O)NC1=NC(=O)N(C=C1F)C2C(C(C(O2)C)O)O. Cell line: 786-0. Synergy scores: CSS=26.1, Synergy_ZIP=-4.27, Synergy_Bliss=4.79, Synergy_Loewe=-11.8, Synergy_HSA=5.32.